This data is from Forward reaction prediction with 1.9M reactions from USPTO patents (1976-2016). The task is: Predict the product of the given reaction. Given the reactants [CH:1]1([C:7](=[O:41])[CH:8]=[CH:9][C:10]2[C:15]([C:16]3[N:17]=[CH:18][N:19](C(C4C=CC=CC=4)(C4C=CC=CC=4)C4C=CC=CC=4)[CH:20]=3)=[CH:14][CH:13]=[CH:12][C:11]=2[F:40])[CH2:6][CH2:5][CH2:4][CH2:3][CH2:2]1.C(O)(=O)C, predict the reaction product. The product is: [CH:1]1([C:7](=[O:41])[CH2:8][CH:9]2[C:10]3[C:15](=[CH:14][CH:13]=[CH:12][C:11]=3[F:40])[C:16]3=[CH:20][N:19]=[CH:18][N:17]23)[CH2:2][CH2:3][CH2:4][CH2:5][CH2:6]1.